This data is from hERG Central: cardiac toxicity at 1µM, 10µM, and general inhibition. The task is: Predict hERG channel inhibition at various concentrations. (1) The drug is CCCCn1c(C)c(C(=O)OCC)c2c(CN3CCOCC3)c(O)ccc21. Results: hERG_inhib (hERG inhibition (general)): blocker. (2) The molecule is CC(C)Cc1nnc(NC(=O)CCC(=O)N2CC(C)CC(C)C2)s1. Results: hERG_inhib (hERG inhibition (general)): blocker. (3) Results: hERG_inhib (hERG inhibition (general)): blocker. The drug is Cc1ccc(CNc2ccc3c(c2)ncn3C(C)C)cc1. (4) The compound is Cn1c(CN2CCCC2)nc2cc(NC(=O)c3ccc(Cl)cc3)ccc21. Results: hERG_inhib (hERG inhibition (general)): blocker. (5) The drug is O=C1c2ccc(Oc3ccc([N+](=O)[O-])cc3)cc2C(=O)N1CCCO. Results: hERG_inhib (hERG inhibition (general)): blocker. (6) The drug is Cc1cc(=O)oc2ccc(OC(=O)c3cccc(S(=O)(=O)N4CCOCC4)c3)cc12. Results: hERG_inhib (hERG inhibition (general)): blocker. (7) The drug is CCOC(=O)C1(Cc2cccc(OC)c2)CCN(Cc2cccn2-c2ccccn2)CC1. Results: hERG_inhib (hERG inhibition (general)): blocker. (8) The drug is Cn1ncc(Oc2ccc([N+](=O)[O-])cc2)c(Cl)c1=O. Results: hERG_inhib (hERG inhibition (general)): blocker. (9) The compound is COc1ccc(C[C@H]2CN3C(=NC[C@@H]3Cc3ccc(O)cc3)N2CCNC(=O)c2ccc(C)c(Br)c2)cc1. Results: hERG_inhib (hERG inhibition (general)): blocker.